Task: Predict the product of the given reaction.. Dataset: Forward reaction prediction with 1.9M reactions from USPTO patents (1976-2016) (1) Given the reactants [CH3:1][CH:2]([C@H:4]([NH2:23])[C:5]([O:7][CH2:8][CH2:9][O:10][CH2:11][N:12]1[C:16]2[NH:17][C:18]([NH2:22])=[N:19][C:20](=[O:21])[C:15]=2[N:14]=[CH:13]1)=[O:6])[CH3:3].[ClH:24], predict the reaction product. The product is: [CH3:3][CH:2]([C@H:4]([NH2:23])[C:5]([O:7][CH2:8][CH2:9][O:10][CH2:11][N:12]1[C:16]2[NH:17][C:18]([NH2:22])=[N:19][C:20](=[O:21])[C:15]=2[N:14]=[CH:13]1)=[O:6])[CH3:1].[OH2:6].[ClH:24]. (2) Given the reactants Br[C:2]1[CH:7]=[CH:6][CH:5]=[C:4]([C:8]([CH3:11])([CH3:10])[CH3:9])[CH:3]=1.[CH2:12]([OH:16])[CH:13]=[CH:14][CH3:15].C(=O)([O-])[O-].[Na+].[Na+].C1(C)C=CC=CC=1P(C1C=CC=CC=1C)C1C=CC=CC=1C, predict the reaction product. The product is: [C:8]([C:4]1[CH:3]=[C:2]([CH:14]([CH3:15])[CH2:13][CH:12]=[O:16])[CH:7]=[CH:6][CH:5]=1)([CH3:11])([CH3:10])[CH3:9]. (3) Given the reactants [CH2:1]([N:8]1[C:13](=[O:14])[C:12]2[C:15]([CH3:18])=[N:16][S:17][C:11]=2[N:10]=[C:9]1[CH:19]([N:23]([CH2:33][CH2:34][CH:35]1OCC[O:36]1)[C:24](=[O:32])[C:25]1[CH:30]=[CH:29][C:28]([Br:31])=[CH:27][CH:26]=1)[CH:20]([CH3:22])[CH3:21])[C:2]1[CH:7]=[CH:6][CH:5]=[CH:4][CH:3]=1.C([O-])(O)=O.[Na+], predict the reaction product. The product is: [CH2:1]([N:8]1[C:13](=[O:14])[C:12]2[C:15]([CH3:18])=[N:16][S:17][C:11]=2[N:10]=[C:9]1[CH:19]([N:23]([CH2:33][CH2:34][CH:35]=[O:36])[C:24](=[O:32])[C:25]1[CH:26]=[CH:27][C:28]([Br:31])=[CH:29][CH:30]=1)[CH:20]([CH3:22])[CH3:21])[C:2]1[CH:7]=[CH:6][CH:5]=[CH:4][CH:3]=1. (4) Given the reactants Cl.Cl.[Cl:3][C:4]1[CH:12]=[C:11]2[C:7]([C:8]([C:19]([N:21]3[CH2:26][CH2:25][C:24]4([C:34]5[C:29](=[N:30][CH:31]=[CH:32][CH:33]=5)[CH2:28][O:27]4)[CH2:23][CH2:22]3)=[O:20])=[CH:9][N:10]2[CH2:13][C@@H:14]2[CH2:18][CH2:17][CH2:16][NH:15]2)=[CH:6][CH:5]=1.[CH2:35](N(CC)CC)C.C=O.C([BH3-])#N.[Na+], predict the reaction product. The product is: [Cl:3][C:4]1[CH:12]=[C:11]2[C:7]([C:8]([C:19]([N:21]3[CH2:26][CH2:25][C:24]4([C:34]5[C:29](=[N:30][CH:31]=[CH:32][CH:33]=5)[CH2:28][O:27]4)[CH2:23][CH2:22]3)=[O:20])=[CH:9][N:10]2[CH2:13][C@@H:14]2[CH2:18][CH2:17][CH2:16][N:15]2[CH3:35])=[CH:6][CH:5]=1. (5) Given the reactants [Br:1][CH:2]([CH2:15][CH3:16])[C:3]([C:5]1[S:9][C:8]2[CH:10]=[CH:11][C:12]([Cl:14])=[CH:13][C:7]=2[CH:6]=1)=O.[NH:17]1[CH2:21][CH2:20][NH:19][C:18]1=[S:22].C(O)C, predict the reaction product. The product is: [BrH:1].[Cl:14][C:12]1[CH:11]=[CH:10][C:8]2[S:9][C:5]([C:3]3[N:19]4[CH2:20][CH2:21][N:17]=[C:18]4[S:22][C:2]=3[CH2:15][CH3:16])=[CH:6][C:7]=2[CH:13]=1. (6) Given the reactants [Cl:1][C:2]1[CH:3]=[C:4]([I:9])[C:5](=[O:8])[NH:6][CH:7]=1.[CH2:10](Br)[C:11]1[CH:16]=[CH:15][CH:14]=[CH:13][CH:12]=1, predict the reaction product. The product is: [Cl:1][C:2]1[CH:3]=[C:4]([I:9])[C:5]([O:8][CH2:10][C:11]2[CH:16]=[CH:15][CH:14]=[CH:13][CH:12]=2)=[N:6][CH:7]=1.